Dataset: Full USPTO retrosynthesis dataset with 1.9M reactions from patents (1976-2016). Task: Predict the reactants needed to synthesize the given product. Given the product [Cl:1][CH2:2][C:3]([C:16]1[CH:17]=[CH:18][C:13]([S:12][C:6]2[CH:11]=[CH:10][CH:9]=[CH:8][CH:7]=2)=[CH:14][CH:15]=1)=[O:4], predict the reactants needed to synthesize it. The reactants are: [Cl:1][CH2:2][C:3](Cl)=[O:4].[C:6]1([S:12][C:13]2[CH:18]=[CH:17][CH:16]=[CH:15][CH:14]=2)[CH:11]=[CH:10][CH:9]=[CH:8][CH:7]=1.[Al+3].[Cl-].[Cl-].[Cl-].